This data is from TCR-epitope binding with 47,182 pairs between 192 epitopes and 23,139 TCRs. The task is: Binary Classification. Given a T-cell receptor sequence (or CDR3 region) and an epitope sequence, predict whether binding occurs between them. (1) The epitope is RAKFKQLL. The TCR CDR3 sequence is CAVNGLAGPTDTQYF. Result: 1 (the TCR binds to the epitope). (2) The epitope is LEPLVDLPI. The TCR CDR3 sequence is CASSQAAGLKNEQYF. Result: 0 (the TCR does not bind to the epitope). (3) The epitope is FLNGSCGSV. The TCR CDR3 sequence is CASSLELVSVDTQYF. Result: 1 (the TCR binds to the epitope). (4) The epitope is CLGGLLTMV. The TCR CDR3 sequence is CASTLGTANNEQFF. Result: 0 (the TCR does not bind to the epitope). (5) The epitope is FADDLNQLTGY. The TCR CDR3 sequence is CASSSSGQGIHNEQFF. Result: 0 (the TCR does not bind to the epitope).